From a dataset of Catalyst prediction with 721,799 reactions and 888 catalyst types from USPTO. Predict which catalyst facilitates the given reaction. (1) Reactant: Br[CH2:2][C:3]([NH:5][C:6]1[CH:11]=[CH:10][C:9]([Cl:12])=[CH:8][C:7]=1[Cl:13])=[O:4].[C:14]([O:18][C:19](=[O:37])[CH2:20][O:21][C:22]1[CH:27]=[CH:26][C:25]([CH2:28][NH:29][CH:30]2[CH2:35][CH2:34][CH2:33][CH2:32][CH2:31]2)=[CH:24][C:23]=1[CH3:36])([CH3:17])([CH3:16])[CH3:15].C(=O)(O)[O-].[Na+]. The catalyst class is: 9. Product: [Cl:13][C:7]1[CH:8]=[C:9]([Cl:12])[CH:10]=[CH:11][C:6]=1[NH:5][C:3](=[O:4])[CH2:2][N:29]([CH2:28][C:25]1[CH:26]=[CH:27][C:22]([O:21][CH2:20][C:19]([O:18][C:14]([CH3:15])([CH3:16])[CH3:17])=[O:37])=[C:23]([CH3:36])[CH:24]=1)[CH:30]1[CH2:35][CH2:34][CH2:33][CH2:32][CH2:31]1. (2) Reactant: [Cl:1][C:2]1[CH:7]=[CH:6][C:5]([C:8]2[C:14]3[CH:15]=[C:16]([O:19][CH3:20])[CH:17]=[CH:18][C:13]=3[N:12]3[C:21]([CH3:24])=[N:22][N:23]=[C:11]3[C@H:10]([CH2:25][C:26](O)=[O:27])[N:9]=2)=[CH:4][CH:3]=1.CN(C(ON1N=NC2C=CC=NC1=2)=[N+](C)C)C.F[P-](F)(F)(F)(F)F.CCN(C(C)C)C(C)C.[NH2:62][CH2:63][C:64]1[CH:65]=[C:66]([OH:71])[C:67]([OH:70])=[CH:68][CH:69]=1. Product: [Cl:1][C:2]1[CH:7]=[CH:6][C:5]([C:8]2[C:14]3[CH:15]=[C:16]([O:19][CH3:20])[CH:17]=[CH:18][C:13]=3[N:12]3[C:21]([CH3:24])=[N:22][N:23]=[C:11]3[C@H:10]([CH2:25][C:26]([NH:62][CH2:63][C:64]3[CH:69]=[CH:68][C:67]([OH:70])=[C:66]([OH:71])[CH:65]=3)=[O:27])[N:9]=2)=[CH:4][CH:3]=1. The catalyst class is: 2.